From a dataset of Forward reaction prediction with 1.9M reactions from USPTO patents (1976-2016). Predict the product of the given reaction. (1) Given the reactants [NH:1]1[C:10]2[C:5](=[CH:6][CH:7]=[CH:8][N:9]=2)[CH2:4][CH2:3][CH2:2]1.[C:11](O[C:11]([O:13][C:14]([CH3:17])([CH3:16])[CH3:15])=[O:12])([O:13][C:14]([CH3:17])([CH3:16])[CH3:15])=[O:12].[Li+].C[Si]([N-][Si](C)(C)C)(C)C, predict the reaction product. The product is: [C:14]([O:13][C:11]([N:9]1[C:10]2[C:5](=[CH:4][CH:3]=[CH:2][N:1]=2)[CH2:6][CH2:7][CH2:8]1)=[O:12])([CH3:17])([CH3:16])[CH3:15]. (2) Given the reactants [NH2:1][C:2]1[C:3]([C:21]([NH:23][C:24]2[C:29]([N:30]3[CH2:35][CH2:34][C:33]([NH:37]C(=O)OC(C)(C)C)([CH3:36])[CH2:32][CH2:31]3)=[CH:28][CH:27]=[CH:26][N:25]=2)=[O:22])=[N:4][C:5]([C:8]2[C:13]([C:14]([F:17])([F:16])[F:15])=[CH:12][CH:11]=[C:10]([CH:18]3[CH2:20][CH2:19]3)[N:9]=2)=[CH:6][N:7]=1.FC(F)(F)C(O)=O.C(=O)(O)[O-].[Na+], predict the reaction product. The product is: [NH2:1][C:2]1[C:3]([C:21]([NH:23][C:24]2[C:29]([N:30]3[CH2:35][CH2:34][C:33]([NH2:37])([CH3:36])[CH2:32][CH2:31]3)=[CH:28][CH:27]=[CH:26][N:25]=2)=[O:22])=[N:4][C:5]([C:8]2[C:13]([C:14]([F:16])([F:15])[F:17])=[CH:12][CH:11]=[C:10]([CH:18]3[CH2:20][CH2:19]3)[N:9]=2)=[CH:6][N:7]=1. (3) Given the reactants C(O[C:6]([N:8]1[CH2:13][C@@H:12]2[CH2:14][C@H:9]1[CH2:10][N:11]2[C:15]1[C:16]2[N:25]=[C:24]([C:26]3[CH:31]=[CH:30][C:29]([F:32])=[CH:28][CH:27]=3)[CH:23]=[CH:22][C:17]=2[N:18]=[C:19]([NH2:21])[N:20]=1)=[O:7])(C)(C)C.[Cl:33][C:34]1[CH:44]=[CH:43][C:37]([O:38][CH2:39]C(Cl)=O)=[CH:36][CH:35]=1, predict the reaction product. The product is: [NH2:21][C:19]1[N:20]=[C:15]([N:11]2[CH2:10][C@@H:9]3[CH2:14][C@H:12]2[CH2:13][N:8]3[C:6](=[O:7])[CH2:39][O:38][C:37]2[CH:43]=[CH:44][C:34]([Cl:33])=[CH:35][CH:36]=2)[C:16]2[N:25]=[C:24]([C:26]3[CH:31]=[CH:30][C:29]([F:32])=[CH:28][CH:27]=3)[CH:23]=[CH:22][C:17]=2[N:18]=1. (4) Given the reactants Br[CH2:2][C:3]([OH:5])=[O:4].[F:6][C:7]1[CH:12]=[CH:11][C:10]([NH2:13])=[C:9]([N+:14]([O-:16])=[O:15])[CH:8]=1.[NH4+].[OH-], predict the reaction product. The product is: [F:6][C:7]1[CH:12]=[CH:11][C:10]([NH:13][CH2:2][C:3]([OH:5])=[O:4])=[C:9]([N+:14]([O-:16])=[O:15])[CH:8]=1. (5) Given the reactants [CH:1]1([CH:4]=O)C[CH2:2]1.[O:6]1[CH2:10][CH2:9][CH:8]([O:11][C:12]2[CH:18]=[CH:17][C:15]([NH2:16])=[CH:14][CH:13]=2)[CH2:7]1.[CH:19](/[NH:22][C:23](=[O:32])[O:24][CH2:25][C:26]1[CH:31]=[CH:30][CH:29]=[CH:28][CH:27]=1)=[CH:20]\[CH3:21].Cl[CH2:34]Cl, predict the reaction product. The product is: [CH:1]1([C@H:21]2[C@H:20]([CH3:34])[C@@H:19]([NH:22][C:23](=[O:32])[O:24][CH2:25][C:26]3[CH:27]=[CH:28][CH:29]=[CH:30][CH:31]=3)[C:14]3[C:15](=[CH:17][CH:18]=[C:12]([O:11][CH:8]4[CH2:9][CH2:10][O:6][CH2:7]4)[CH:13]=3)[NH:16]2)[CH2:4][CH2:2]1. (6) Given the reactants [CH3:1][C:2]1[C:8]([Cl:9])=[CH:7][CH:6]=[CH:5][C:3]=1[NH2:4].[Cl:10][C:11]1C2C(=CC=C(I)C=2)N=[CH:13][C:12]=1[C:22]([NH2:24])=[O:23], predict the reaction product. The product is: [Cl:10][C:11]1[C:5]2[C:3](=[C:2]([CH3:1])[C:8]([Cl:9])=[CH:7][CH:6]=2)[N:4]=[CH:13][C:12]=1[C:22]([NH2:24])=[O:23]. (7) Given the reactants [Cl:1][C:2]1[C:3]([CH3:16])=[C:4]([C:8]([OH:15])=[C:9]([C:11]([CH3:14])([CH3:13])[CH3:12])[CH:10]=1)[C:5]([OH:7])=O.[CH2:17]([C:20]1[CH:26]=[C:25]([S:27]([C:30]([F:33])([F:32])[F:31])(=[O:29])=[O:28])[CH:24]=[CH:23][C:21]=1[NH2:22])[CH2:18][CH3:19], predict the reaction product. The product is: [C:11]([C:9]1[C:8]([OH:15])=[C:4]([C:3]([CH3:16])=[C:2]([Cl:1])[CH:10]=1)[C:5]([NH:22][C:21]1[CH:23]=[CH:24][C:25]([S:27]([C:30]([F:33])([F:31])[F:32])(=[O:29])=[O:28])=[CH:26][C:20]=1[CH2:17][CH2:18][CH3:19])=[O:7])([CH3:14])([CH3:13])[CH3:12]. (8) Given the reactants [Br:1][C:2]1[CH:28]=[CH:27][C:5]([O:6][C:7]2[CH:12]=[CH:11][C:10]([F:13])=[CH:9][C:8]=2[NH:14][S:15]([C:18]2[CH:26]=[CH:25][C:21]([C:22](O)=[O:23])=[CH:20][CH:19]=2)(=[O:17])=[O:16])=[CH:4][CH:3]=1.Cl.Cl.Cl.[N:32]1([CH:38]2[CH2:43][CH2:42][N:41]([CH2:44][CH2:45][CH2:46][NH2:47])[CH2:40][CH2:39]2)[CH2:37][CH2:36][CH2:35][CH2:34][CH2:33]1, predict the reaction product. The product is: [N:32]1([CH:38]2[CH2:43][CH2:42][N:41]([CH2:44][CH2:45][CH2:46][NH:47][C:22](=[O:23])[C:21]3[CH:25]=[CH:26][C:18]([S:15](=[O:17])(=[O:16])[NH:14][C:8]4[CH:9]=[C:10]([F:13])[CH:11]=[CH:12][C:7]=4[O:6][C:5]4[CH:27]=[CH:28][C:2]([Br:1])=[CH:3][CH:4]=4)=[CH:19][CH:20]=3)[CH2:40][CH2:39]2)[CH2:37][CH2:36][CH2:35][CH2:34][CH2:33]1.